This data is from Reaction yield outcomes from USPTO patents with 853,638 reactions. The task is: Predict the reaction yield, written as a fraction of the theoretical maximum amount of product (1.0 means a 100% yield; for example, 0.34 means a 34% yield). The reactants are [ClH:1].[OH:2][C:3]1[CH:4]=[C:5]([CH:31]=[C:32]([F:34])[CH:33]=1)[CH2:6][C@H:7]([NH:27][C:28](=[O:30])[CH3:29])[C@H:8]([OH:26])[CH2:9][NH:10][C:11]1([C:17]2[CH:22]=[CH:21][CH:20]=[C:19]([CH:23]([CH3:25])[CH3:24])[CH:18]=2)[CH2:16][CH2:15][CH2:14][CH2:13][CH2:12]1.Br[CH2:36][CH2:37][CH2:38][CH2:39][CH2:40][CH2:41][CH3:42]. No catalyst specified. The product is [ClH:1].[CH2:36]([O:2][C:3]1[CH:4]=[C:5]([CH:31]=[C:32]([F:34])[CH:33]=1)[CH2:6][C@H:7]([NH:27][C:28](=[O:30])[CH3:29])[C@H:8]([OH:26])[CH2:9][NH:10][C:11]1([C:17]2[CH:22]=[CH:21][CH:20]=[C:19]([CH:23]([CH3:25])[CH3:24])[CH:18]=2)[CH2:16][CH2:15][CH2:14][CH2:13][CH2:12]1)[CH2:37][CH2:38][CH2:39][CH2:40][CH2:41][CH3:42]. The yield is 0.340.